Task: Predict the reaction yield, written as a fraction of the theoretical maximum amount of product (1.0 means a 100% yield; for example, 0.34 means a 34% yield).. Dataset: Reaction yield outcomes from USPTO patents with 853,638 reactions (1) The yield is 0.890. The catalyst is ClCCl. The reactants are [CH3:1][C:2]1[S:3][C:4]([C:10]2[CH:15]=[CH:14][C:13]([F:16])=[CH:12][CH:11]=2)=[C:5]([C:7](Cl)=[O:8])[N:6]=1.[Br:17][C:18]1[C:26]2[N:25]=[C:24]([CH2:27][CH:28]3[CH2:33][CH2:32][CH2:31][CH2:30][NH:29]3)[NH:23][C:22]=2[CH:21]=[CH:20][CH:19]=1.C(N(CC)CC)C. The product is [Br:17][C:18]1[C:26]2[N:25]=[C:24]([CH2:27][CH:28]3[CH2:33][CH2:32][CH2:31][CH2:30][N:29]3[C:7]([C:5]3[N:6]=[C:2]([CH3:1])[S:3][C:4]=3[C:10]3[CH:15]=[CH:14][C:13]([F:16])=[CH:12][CH:11]=3)=[O:8])[NH:23][C:22]=2[CH:21]=[CH:20][CH:19]=1. (2) The reactants are [C:1]([O:7][C:8]1[C:9]([CH3:18])=[C:10]2[N:15]([CH:16]=1)[N:14]=[CH:13][N:12]=[C:11]2Cl)(=[O:6])[C:2]([CH3:5])([CH3:4])[CH3:3].[F:19][C:20]1[CH:21]=[C:22]([NH:27][C:28]([NH:30][C:31](=[O:39])[CH2:32][C:33]2[CH:38]=[CH:37][CH:36]=[CH:35][CH:34]=2)=[S:29])[CH:23]=[CH:24][C:25]=1[OH:26].C(=O)([O-])[O-].[Cs+].[Cs+]. The catalyst is CN(C=O)C. The product is [C:1]([O:7][C:8]1[C:9]([CH3:18])=[C:10]2[N:15]([CH:16]=1)[N:14]=[CH:13][N:12]=[C:11]2[O:26][C:25]1[CH:24]=[CH:23][C:22]([NH:27][C:28]([NH:30][C:31](=[O:39])[CH2:32][C:33]2[CH:34]=[CH:35][CH:36]=[CH:37][CH:38]=2)=[S:29])=[CH:21][C:20]=1[F:19])(=[O:6])[C:2]([CH3:5])([CH3:4])[CH3:3]. The yield is 0.250. (3) The reactants are [CH3:1][O:2][C:3]1[CH:4]=[C:5]([NH:9][C:10]2[C:15]([C:16]3[N:24]=[C:23]([CH3:25])[N:22]=[C:21]4[C:17]=3[N:18]=[CH:19][N:20]4C3CCCCO3)=[CH:14][CH:13]=[CH:12][N:11]=2)[CH:6]=[N:7][CH:8]=1.FC(F)(F)C(O)=O. The catalyst is C(Cl)Cl. The product is [CH3:1][O:2][C:3]1[CH:4]=[C:5]([NH:9][C:10]2[C:15]([C:16]3[N:24]=[C:23]([CH3:25])[N:22]=[C:21]4[C:17]=3[N:18]=[CH:19][NH:20]4)=[CH:14][CH:13]=[CH:12][N:11]=2)[CH:6]=[N:7][CH:8]=1. The yield is 0.626. (4) The reactants are [C:1]([C:5]1[O:9][N:8]=[C:7]([NH:10][C:11]([NH:13][C:14]2[CH:19]=[CH:18][CH:17]=[C:16]([S:20][C:21]3[C:30]4[C:25](=[CH:26][C:27]([O:35][CH3:36])=[C:28]([O:31][CH2:32][CH2:33]Cl)[CH:29]=4)[N:24]=[CH:23][N:22]=3)[CH:15]=2)=[O:12])[CH:6]=1)([CH3:4])([CH3:3])[CH3:2].[NH:37]1[CH2:42][CH2:41][S:40](=[O:44])(=[O:43])[CH2:39][CH2:38]1.CCN(C(C)C)C(C)C. The catalyst is [I-].C([N+](CCCC)(CCCC)CCCC)CCC.CN(C=O)C. The product is [C:1]([C:5]1[O:9][N:8]=[C:7]([NH:10][C:11]([NH:13][C:14]2[CH:19]=[CH:18][CH:17]=[C:16]([S:20][C:21]3[C:30]4[C:25](=[CH:26][C:27]([O:35][CH3:36])=[C:28]([O:31][CH2:32][CH2:33][N:37]5[CH2:42][CH2:41][S:40](=[O:44])(=[O:43])[CH2:39][CH2:38]5)[CH:29]=4)[N:24]=[CH:23][N:22]=3)[CH:15]=2)=[O:12])[CH:6]=1)([CH3:4])([CH3:3])[CH3:2]. The yield is 0.240. (5) The product is [CH3:11][N:12]([CH:15]=[C:6]1[C:5](=[O:10])[C:4]([O:3][CH2:1][CH3:2])=[CH:9][CH2:8][CH2:7]1)[CH3:13]. The reactants are [CH2:1]([O:3][C:4]1[C:5](=[O:10])[CH2:6][CH2:7][CH2:8][CH:9]=1)[CH3:2].[CH3:11][N:12]([CH3:15])[CH:13]=O. No catalyst specified. The yield is 0.800. (6) The reactants are [N+:1]([C:4]1[C:5]([NH:10][C:11]2[CH:16]=[CH:15][CH:14]=[CH:13][CH:12]=2)=[N:6][CH:7]=[CH:8][CH:9]=1)([O-])=O. The catalyst is CCOC(C)=O.[Pd]. The product is [C:11]1([NH:10][C:5]2[C:4]([NH2:1])=[CH:9][CH:8]=[CH:7][N:6]=2)[CH:16]=[CH:15][CH:14]=[CH:13][CH:12]=1. The yield is 0.960. (7) The reactants are [CH2:1](Cl)[O:2][CH3:3].[I:5][C:6]1[CH:11]=[C:10]([Si:12]([CH3:15])([CH3:14])[CH3:13])[N:9]=[C:8]([O:16][CH3:17])[C:7]=1[CH2:18][OH:19].C(N(C(C)C)C(C)C)C. The catalyst is C(Cl)Cl. The product is [I:5][C:6]1[CH:11]=[C:10]([Si:12]([CH3:14])([CH3:13])[CH3:15])[N:9]=[C:8]([O:16][CH3:17])[C:7]=1[CH2:18][O:19][CH2:1][O:2][CH3:3]. The yield is 0.880. (8) The reactants are Cl.[CH:2]1([C:5]2[N:6]=[CH:7][C:8]([O:11][C@@H:12]3[CH2:22][N:15]4[C:16](=[O:21])[CH2:17][CH2:18][NH:19][CH2:20][C@@H:14]4[CH2:13]3)=[N:9][CH:10]=2)[CH2:4][CH2:3]1.[F:23][C:24]([F:35])([F:34])[O:25][C:26]1[CH:33]=[CH:32][C:29]([CH:30]=O)=[CH:28][CH:27]=1.C(N(C(C)C)C(C)C)C.C(O[BH-](OC(=O)C)OC(=O)C)(=O)C.[Na+]. The catalyst is ClC(Cl)C. The product is [CH:2]1([C:5]2[N:6]=[CH:7][C:8]([O:11][C@@H:12]3[CH2:22][N:15]4[C:16](=[O:21])[CH2:17][CH2:18][N:19]([CH2:30][C:29]5[CH:32]=[CH:33][C:26]([O:25][C:24]([F:23])([F:34])[F:35])=[CH:27][CH:28]=5)[CH2:20][C@@H:14]4[CH2:13]3)=[N:9][CH:10]=2)[CH2:4][CH2:3]1. The yield is 0.464.